Dataset: Retrosynthesis with 50K atom-mapped reactions and 10 reaction types from USPTO. Task: Predict the reactants needed to synthesize the given product. Given the product CC(C)(C)OC(=O)Nc1cc(Nc2ncc([N+](=O)[O-])c(SC#N)n2)c(Cl)cc1F, predict the reactants needed to synthesize it. The reactants are: CC(C)(C)OC(=O)Nc1cc(N)c(Cl)cc1F.N#CSc1nc(Cl)ncc1[N+](=O)[O-].